Dataset: Reaction yield outcomes from USPTO patents with 853,638 reactions. Task: Predict the reaction yield, written as a fraction of the theoretical maximum amount of product (1.0 means a 100% yield; for example, 0.34 means a 34% yield). The reactants are [CH3:1][CH:2]([NH2:4])[CH3:3].[Cl:5][C:6]1[CH:11]=[CH:10][C:9]([CH:12]2[CH2:14][O:13]2)=[CH:8][CH:7]=1.C(N(CC)CC)C.[CH3:22][C:23]([O:26][C:27](O[C:27]([O:26][C:23]([CH3:25])([CH3:24])[CH3:22])=[O:28])=[O:28])([CH3:25])[CH3:24].N1C=CN=C1. The catalyst is C(Cl)Cl.O. The product is [Cl:5][C:6]1[CH:11]=[CH:10][C:9]([CH:12]([OH:13])[CH2:14][N:4]([CH:2]([CH3:3])[CH3:1])[C:27](=[O:28])[O:26][C:23]([CH3:25])([CH3:24])[CH3:22])=[CH:8][CH:7]=1. The yield is 0.630.